This data is from Reaction yield outcomes from USPTO patents with 853,638 reactions. The task is: Predict the reaction yield, written as a fraction of the theoretical maximum amount of product (1.0 means a 100% yield; for example, 0.34 means a 34% yield). (1) The catalyst is C1COCC1.[O-]CC.[Ti+4].[O-]CC.[O-]CC.[O-]CC. The reactants are [CH2:1]([N:8]1[CH2:13][CH2:12][CH:11]([C:14](=O)[CH2:15][CH2:16][CH:17]=[CH2:18])[CH2:10][CH2:9]1)[C:2]1[CH:7]=[CH:6][CH:5]=[CH:4][CH:3]=1.[CH3:20][C:21]([S@:24]([NH2:26])=[O:25])([CH3:23])[CH3:22]. The yield is 0.420. The product is [CH2:1]([N:8]1[CH2:13][CH2:12][CH:11](/[C:14](=[N:26]\[S@@:24]([C:21]([CH3:23])([CH3:22])[CH3:20])=[O:25])/[CH2:15][CH2:16][CH:17]=[CH2:18])[CH2:10][CH2:9]1)[C:2]1[CH:7]=[CH:6][CH:5]=[CH:4][CH:3]=1. (2) The reactants are [NH:1]1[CH2:10][CH2:9][CH2:8][CH2:7][CH:2]1[C:3]([O:5][CH3:6])=[O:4].Cl[CH2:12][CH2:13][C:14]([C:16]1[CH:21]=[CH:20][C:19]([F:22])=[CH:18][CH:17]=1)=[O:15]. No catalyst specified. The product is [CH3:6][O:5][C:3](=[O:4])[CH:2]1[CH2:7][CH2:8][CH2:9][CH2:10][N:1]1[CH2:12][CH2:13][C:14]([C:16]1[CH:17]=[CH:18][C:19]([F:22])=[CH:20][CH:21]=1)=[O:15]. The yield is 0.920. (3) The reactants are CCN(C(C)C)C(C)C.Cl.[NH2:11][C@@H:12]([CH:20]([CH3:22])[CH3:21])[C:13]([O:15][C:16]([CH3:19])([CH3:18])[CH3:17])=[O:14].Cl[C:24]([O:26][CH3:27])=[O:25]. The catalyst is C1COCC1. The product is [CH3:27][O:26][C:24]([NH:11][C@@H:12]([CH:20]([CH3:22])[CH3:21])[C:13]([O:15][C:16]([CH3:17])([CH3:19])[CH3:18])=[O:14])=[O:25]. The yield is 0.990. (4) The reactants are [C:1]([O:5][C:6](=[O:43])[CH2:7][N:8]([CH2:33][C:34]1[CH:42]=[CH:41][C:37]([C:38](O)=[O:39])=[CH:36][CH:35]=1)[C:9](=[O:32])[C:10]1[CH:15]=[CH:14][C:13]([NH:16][C:17](=[O:31])[CH2:18][C:19]2[CH:24]=[CH:23][C:22]([O:25][CH3:26])=[CH:21][C:20]=2[C:27]([F:30])([F:29])[F:28])=[CH:12][CH:11]=1)([CH3:4])([CH3:3])[CH3:2].CN1CCOCC1.ClC(OCC(C)C)=O.[CH3:59][C:60]1[CH:65]=[CH:64][C:63]([C:66]2[CH:71]=[CH:70][C:69]([C:72]([NH:74][NH2:75])=[O:73])=[CH:68][CH:67]=2)=[CH:62][CH:61]=1. The catalyst is C1COCC1.CN(C=O)C.C(Cl)Cl. The product is [CH3:26][O:25][C:22]1[CH:23]=[CH:24][C:19]([CH2:18][C:17]([NH:16][C:13]2[CH:14]=[CH:15][C:10]([C:9]([N:8]([CH2:7][C:6]([O:5][C:1]([CH3:4])([CH3:3])[CH3:2])=[O:43])[CH2:33][C:34]3[CH:35]=[CH:36][C:37]([C:38]([NH:75][NH:74][C:72]([C:69]4[CH:68]=[CH:67][C:66]([C:63]5[CH:64]=[CH:65][C:60]([CH3:59])=[CH:61][CH:62]=5)=[CH:71][CH:70]=4)=[O:73])=[O:39])=[CH:41][CH:42]=3)=[O:32])=[CH:11][CH:12]=2)=[O:31])=[C:20]([C:27]([F:29])([F:28])[F:30])[CH:21]=1. The yield is 0.650. (5) The reactants are [F:1][C:2]([F:13])([F:12])[O:3][C:4]1[CH:11]=[CH:10][C:7]([CH:8]=O)=[CH:6][CH:5]=1.P([C:22]#[N:23])(=O)(OCC)OCC.Cl.[NH:25]1[CH2:30][CH2:29][CH:28]([O:31][N:32]2[C:40](=[O:41])[C:39]3[C:34](=[CH:35][CH:36]=[CH:37][CH:38]=3)[C:33]2=[O:42])[CH2:27][CH2:26]1.C(N(CC)CC)C. The catalyst is O1CCCC1. The product is [O:41]=[C:40]1[C:39]2[C:34](=[CH:35][CH:36]=[CH:37][CH:38]=2)[C:33](=[O:42])[N:32]1[O:31][CH:28]1[CH2:29][CH2:30][N:25]([CH:8]([C:7]2[CH:10]=[CH:11][C:4]([O:3][C:2]([F:13])([F:12])[F:1])=[CH:5][CH:6]=2)[C:22]#[N:23])[CH2:26][CH2:27]1. The yield is 0.220. (6) The catalyst is C(#N)C.[Cl-].C([N+](CC)(CC)CC)C1C=CC=CC=1. The yield is 0.680. The product is [Cl:1][C:2]1[N:3]([CH2:21][C@:22]2([CH3:25])[CH2:24][O:23]2)[CH:4]=[C:5]([N+:7]([O-:9])=[O:8])[N:6]=1. The reactants are [Cl:1][C:2]1[NH:3][CH:4]=[C:5]([N+:7]([O-:9])=[O:8])[N:6]=1.CC1C=CC(S(O[CH2:21][C@@:22]2([CH3:25])[CH2:24][O:23]2)(=O)=O)=CC=1.C(OCC)(=O)C.C1CCN2C(=NCCC2)CC1. (7) The reactants are Br[C:2]1[CH:3]=[CH:4][CH:5]=[C:6]2[C:10]=1[NH:9][C:8]([CH3:11])=[C:7]2[C:12]([CH2:22][CH3:23])([C:15]1[CH:20]=[CH:19][C:18]([F:21])=[CH:17][CH:16]=1)[CH2:13][CH3:14].[Li]CCCC.C1(P([N:43]=[N+]=[N-])(C2C=CC=CC=2)=O)C=CC=CC=1.COCCO[AlH2-]OCCOC.[Na+]. The catalyst is O1CCCC1. The product is [CH2:13]([C:12]([C:7]1[C:6]2[C:10](=[C:2]([NH2:43])[CH:3]=[CH:4][CH:5]=2)[NH:9][C:8]=1[CH3:11])([C:15]1[CH:20]=[CH:19][C:18]([F:21])=[CH:17][CH:16]=1)[CH2:22][CH3:23])[CH3:14]. The yield is 0.600. (8) The reactants are [NH2:1][C:2]([NH:4][C:5]1[NH:6][C:7]([C:13]2[CH:18]=[CH:17][CH:16]=[C:15]([OH:19])[CH:14]=2)=[CH:8][C:9]=1[C:10]([NH2:12])=[O:11])=[O:3].[H-].[Na+].F[C:23]1[CH:28]=[CH:27][C:26]([N+:29]([O-:31])=[O:30])=[CH:25][CH:24]=1.[Cl-].[NH4+]. The catalyst is CN(C)C=O.O. The product is [NH2:1][C:2]([NH:4][C:5]1[NH:6][C:7]([C:13]2[CH:18]=[CH:17][CH:16]=[C:15]([O:19][C:23]3[CH:28]=[CH:27][C:26]([N+:29]([O-:31])=[O:30])=[CH:25][CH:24]=3)[CH:14]=2)=[CH:8][C:9]=1[C:10]([NH2:12])=[O:11])=[O:3]. The yield is 0.0800.